From a dataset of Full USPTO retrosynthesis dataset with 1.9M reactions from patents (1976-2016). Predict the reactants needed to synthesize the given product. (1) Given the product [CH3:11][O:12][C:13]1[CH:20]=[CH:19][C:16]([CH2:17][NH:1][C:2]([CH3:6])([CH3:5])[CH2:3][OH:4])=[CH:15][CH:14]=1, predict the reactants needed to synthesize it. The reactants are: [NH2:1][C:2]([CH3:6])([CH3:5])[CH2:3][OH:4].C(O)(=O)C.[CH3:11][O:12][C:13]1[CH:20]=[CH:19][C:16]([CH:17]=O)=[CH:15][CH:14]=1.C(O[BH-](OC(=O)C)OC(=O)C)(=O)C.[Na+]. (2) Given the product [N:39]1([CH2:36][C:28]2[C:29]([C:31]3[CH:35]=[CH:34][O:33][CH:32]=3)=[CH:30][N:26]([C:3]3[C:2]([F:1])=[CH:7][N:6]=[C:5]([NH:8][C:9]4[C:10]([O:24][CH3:25])=[CH:11][C:12]([N:18]5[CH2:23][CH2:22][O:21][CH2:20][CH2:19]5)=[C:13]([NH:15][C:10](=[O:24])[CH:9]=[CH2:14])[CH:14]=4)[N:4]=3)[CH:27]=2)[CH2:42][CH2:41][CH2:40]1, predict the reactants needed to synthesize it. The reactants are: [F:1][C:2]1[C:3]([N:26]2[CH:30]=[C:29]([C:31]3[CH:35]=[CH:34][O:33][CH:32]=3)[C:28]([CH:36]=O)=[CH:27]2)=[N:4][C:5]([NH:8][C:9]2[CH:14]=[C:13]([N+:15]([O-])=O)[C:12]([N:18]3[CH2:23][CH2:22][O:21][CH2:20][CH2:19]3)=[CH:11][C:10]=2[O:24][CH3:25])=[N:6][CH:7]=1.Cl.[NH:39]1[CH2:42][CH2:41][CH2:40]1. (3) Given the product [CH2:11]([N:13]1[CH2:18][CH2:17][N:16]([C:2]2[CH:7]=[CH:6][C:5]([N+:8]([O-:10])=[O:9])=[CH:4][CH:3]=2)[CH2:15][CH2:14]1)[CH3:12], predict the reactants needed to synthesize it. The reactants are: F[C:2]1[CH:7]=[CH:6][C:5]([N+:8]([O-:10])=[O:9])=[CH:4][CH:3]=1.[CH2:11]([N:13]1[CH2:18][CH2:17][NH:16][CH2:15][CH2:14]1)[CH3:12].C(N(CC)C(C)C)(C)C. (4) Given the product [CH3:2][O:3][C:4]1[CH:5]=[C:6]([CH:24]=[CH:25][C:26]=1[O:27][CH3:28])[CH2:7][C:8]1[C:17]2[C:12](=[CH:13][C:14]([O:20][CH3:21])=[C:15]([O:18][CH3:19])[CH:16]=2)[C:11]([CH3:22])=[N:10][C:9]=1[O:23][CH3:29], predict the reactants needed to synthesize it. The reactants are: Cl.[CH3:2][O:3][C:4]1[CH:5]=[C:6]([CH:24]=[CH:25][C:26]=1[O:27][CH3:28])[CH2:7][C:8]1[C:17]2[C:12](=[CH:13][C:14]([O:20][CH3:21])=[C:15]([O:18][CH3:19])[CH:16]=2)[C:11]([CH3:22])=[N:10][C:9]=1[OH:23].[C:29](=O)([O-])[O-].[Cs+].[Cs+].IC.